From a dataset of Forward reaction prediction with 1.9M reactions from USPTO patents (1976-2016). Predict the product of the given reaction. (1) Given the reactants [OH:1][C:2]1[CH:3]=[C:4]([C:12]([O:14][CH3:15])=[O:13])[C:5](=[CH:10][CH:11]=1)[C:6]([O:8][CH3:9])=[O:7].[C:16]([N:23]1[CH2:29][CH2:28][CH2:27][C@H:24]1[CH2:25]O)([O:18][C:19]([CH3:22])([CH3:21])[CH3:20])=[O:17].C1C=CC(P(C2C=CC=CC=2)C2C=CC=CC=2)=CC=1.CC(OC(/N=N/C(OC(C)C)=O)=O)C, predict the reaction product. The product is: [C:19]([O:18][C:16]([N:23]1[CH2:29][CH2:28][CH2:27][C@H:24]1[CH2:25][O:1][C:2]1[CH:3]=[C:4]([C:12]([O:14][CH3:15])=[O:13])[C:5](=[CH:10][CH:11]=1)[C:6]([O:8][CH3:9])=[O:7])=[O:17])([CH3:22])([CH3:20])[CH3:21]. (2) Given the reactants [Cl:1][C:2]1[CH:3]=[C:4]2[C:8](=[CH:9][C:10]=1[Cl:11])[C:7](=[O:12])[O:6][C:5]2=O.[Li].[AlH3], predict the reaction product. The product is: [Cl:1][C:2]1[C:10]([Cl:11])=[CH:9][C:8]([CH2:7][OH:12])=[C:4]([CH2:5][OH:6])[CH:3]=1. (3) Given the reactants [Br:1][C:2]1[CH:7]=[CH:6][C:5]([N+:8]([O-])=O)=[CH:4][C:3]=1[CH3:11], predict the reaction product. The product is: [Br:1][C:2]1[CH:7]=[CH:6][C:5]([NH2:8])=[CH:4][C:3]=1[CH3:11]. (4) Given the reactants [F:1][C:2]([F:23])([F:22])[S:3]([NH:6][C:7]1[CH:8]=[C:9]([C:16]2[CH:21]=[CH:20][CH:19]=[CH:18][CH:17]=2)[CH:10]=[C:11]([N+:13]([O-])=O)[CH:12]=1)(=[O:5])=[O:4].[H][H].[CH3:26][O:27][C:28]1[N:33]=[C:32]([O:34][CH3:35])[C:31]([C:36]2[CH:45]=[C:44]3[C:39]([C:40](Cl)=[C:41]([C:46]([NH2:48])=[O:47])[CH:42]=[N:43]3)=[CH:38][CH:37]=2)=[CH:30][N:29]=1.[C:50]([OH:53])(=[O:52])C, predict the reaction product. The product is: [F:1][C:2]([F:23])([F:22])[C:50]([OH:53])=[O:52].[CH3:26][O:27][C:28]1[N:33]=[C:32]([O:34][CH3:35])[C:31]([C:36]2[CH:45]=[C:44]3[C:39]([C:40]([NH:13][C:11]4[CH:10]=[C:9]([C:16]5[CH:21]=[CH:20][CH:19]=[CH:18][CH:17]=5)[CH:8]=[C:7]([NH:6][S:3]([C:2]([F:23])([F:22])[F:1])(=[O:5])=[O:4])[CH:12]=4)=[C:41]([C:46]([NH2:48])=[O:47])[CH:42]=[N:43]3)=[CH:38][CH:37]=2)=[CH:30][N:29]=1. (5) The product is: [Br:1][C:2]1[CH:11]=[C:10]2[C:5]([N:6]=[CH:7][C:8]([N:19]3[CH2:20][CH2:21][CH2:22][CH:17]([N:16]([CH3:23])[CH3:15])[CH2:18]3)=[N:9]2)=[CH:4][CH:3]=1. Given the reactants [Br:1][C:2]1[CH:11]=[C:10]2[C:5]([N:6]=[CH:7][C:8](Cl)=[N:9]2)=[CH:4][CH:3]=1.Cl.Cl.[CH3:15][N:16]([CH3:23])[CH:17]1[CH2:22][CH2:21][CH2:20][NH:19][CH2:18]1.C(N(CC)CC)C.O, predict the reaction product.